This data is from Forward reaction prediction with 1.9M reactions from USPTO patents (1976-2016). The task is: Predict the product of the given reaction. (1) Given the reactants [Br:1][C:2]1[CH:3]=[CH:4][C:5](F)=[N:6][CH:7]=1.[CH:9]1([NH2:12])[CH2:11][CH2:10]1, predict the reaction product. The product is: [Br:1][C:2]1[CH:3]=[CH:4][C:5]([NH:12][CH:9]2[CH2:11][CH2:10]2)=[N:6][CH:7]=1. (2) Given the reactants [Cl:1][C:2]1[CH:26]=[N:25][C:5]2[NH:6][C:7]3[C:12]([C:4]=2[CH:3]=1)=[C:11]([C:13]1[CH:18]=[CH:17][CH:16]=[C:15]([S:19]([CH2:22][CH3:23])(=[O:21])=[O:20])[CH:14]=1)[CH:10]=[CH:9][C:8]=3[OH:24].C(S(C1C=C(C2C=C[C:44]([O:47]CCO)=[C:43]3[C:39]=2C2C=C(C)C=NC=2N3)C=CC=1)(=O)=O)C, predict the reaction product. The product is: [Cl:1][C:2]1[CH:26]=[N:25][C:5]2[NH:6][C:7]3[C:12]([C:4]=2[CH:3]=1)=[C:11]([C:13]1[CH:18]=[CH:17][CH:16]=[C:15]([S:19]([CH2:22][CH3:23])(=[O:21])=[O:20])[CH:14]=1)[CH:10]=[CH:9][C:8]=3[O:24][CH2:39][CH2:43][CH2:44][OH:47]. (3) Given the reactants [NH2:1][C:2]1[C:3]([CH2:15][CH3:16])=[N:4][N:5]([CH2:10][CH2:11][O:12][CH2:13][CH3:14])[C:6]=1[C:7]([NH2:9])=[O:8].[C:17](N1C=CN=C1)(N1C=CN=C1)=[O:18], predict the reaction product. The product is: [CH2:13]([O:12][CH2:11][CH2:10][N:5]1[C:6]2[C:7](=[O:8])[NH:9][C:17](=[O:18])[NH:1][C:2]=2[C:3]([CH2:15][CH3:16])=[N:4]1)[CH3:14]. (4) Given the reactants [N:1]1([C:7]([N:9]2[CH2:14][CH:13]([C:15]3[CH:20]=[CH:19][C:18]([O:21][C:22]([F:25])([F:24])[F:23])=[CH:17][CH:16]=3)[CH2:12][CH:11]([C:26]([OH:28])=O)[CH2:10]2)=[O:8])[CH2:6][CH2:5][O:4][CH2:3][CH2:2]1.O[N:30]=[C:31]([NH2:35])[CH:32]([CH3:34])[CH3:33], predict the reaction product. The product is: [N:1]1([C:7]([N:9]2[CH2:14][CH:13]([C:15]3[CH:16]=[CH:17][C:18]([O:21][C:22]([F:23])([F:24])[F:25])=[CH:19][CH:20]=3)[CH2:12][CH:11]([C:26]3[O:28][N:35]=[C:31]([CH:32]([CH3:34])[CH3:33])[N:30]=3)[CH2:10]2)=[O:8])[CH2:2][CH2:3][O:4][CH2:5][CH2:6]1.